Dataset: Retrosynthesis with 50K atom-mapped reactions and 10 reaction types from USPTO. Task: Predict the reactants needed to synthesize the given product. (1) The reactants are: COC(=O)c1c(F)ccc2nc([C@H](C)Nc3ncnc4c3ncn4C3CCCCO3)n(-c3ccccc3)c12. Given the product C[C@H](Nc1ncnc2c1ncn2C1CCCCO1)c1nc2ccc(F)c(C(=O)O)c2n1-c1ccccc1, predict the reactants needed to synthesize it. (2) The reactants are: COc1ccc(C(=O)CC(=O)c2ccc(OC)cc2)cc1.COc1ccc(NN)cc1. Given the product COc1ccc(-c2cc(-c3ccc(OC)cc3)n(-c3ccc(OC)cc3)n2)cc1, predict the reactants needed to synthesize it. (3) Given the product Cc1cc(C)nc(NC(=O)c2csc3cnc(Cl)nc23)c1, predict the reactants needed to synthesize it. The reactants are: Cc1cc(C)nc(N)c1.O=C(O)c1csc2cnc(Cl)nc12. (4) Given the product Cn1nc(N2CCCC2)nc1CO, predict the reactants needed to synthesize it. The reactants are: Cn1nc(N2CCCC2)nc1C=O. (5) Given the product CCOc1cc(CN2CCC(NC(=O)c3ccc(C)cc3)CC2)ccc1Cl, predict the reactants needed to synthesize it. The reactants are: CCOc1cc(CN2CCC(N)CC2)ccc1Cl.Cc1ccc(C(=O)Cl)cc1. (6) Given the product CC(=O)N1C=C(c2ccccc2)N(CC(=O)O)C(=O)C1C(C)C, predict the reactants needed to synthesize it. The reactants are: CCOC(=O)CN1C(=O)C(C(C)C)N(C(C)=O)C=C1c1ccccc1. (7) Given the product C=Cc1cccc2c1CN(C(=O)O[C@@H]1C[C@@H](C(=O)OC)N(C(=O)OC(C)(C)C)C1)CC2, predict the reactants needed to synthesize it. The reactants are: CN(C)C=O.COC(=O)[C@@H]1C[C@@H](OC(=O)N2CCc3cccc(OS(=O)(=O)C(F)(F)F)c3C2)CN1C(=O)OC(C)(C)C.